From a dataset of Peptide-MHC class II binding affinity with 134,281 pairs from IEDB. Regression. Given a peptide amino acid sequence and an MHC pseudo amino acid sequence, predict their binding affinity value. This is MHC class II binding data. (1) The peptide sequence is TTAAGAASGAATVAA. The MHC is DRB1_0101 with pseudo-sequence DRB1_0101. The binding affinity (normalized) is 0.422. (2) The peptide sequence is IALLVLAVGPAYSAH. The MHC is HLA-DQA10201-DQB10402 with pseudo-sequence HLA-DQA10201-DQB10402. The binding affinity (normalized) is 0.334.